Dataset: Catalyst prediction with 721,799 reactions and 888 catalyst types from USPTO. Task: Predict which catalyst facilitates the given reaction. Reactant: [NH2:1][C:2](=[O:15])[CH:3]([CH3:14])[O:4][C:5]1[C:9]([Br:10])=[CH:8][S:7][C:6]=1[C:11](O)=[O:12].Cl.C(N=C=NCCCN(C)C)C.FC1C=C(C2C3OCCNCC=3SC=2)C=CC=1.CN(C=O)C. Product: [Br:10][C:9]1[C:5]2[O:4][CH:3]([CH3:14])[C:2](=[O:15])[NH:1][C:11](=[O:12])[C:6]=2[S:7][CH:8]=1. The catalyst class is: 6.